This data is from Catalyst prediction with 721,799 reactions and 888 catalyst types from USPTO. The task is: Predict which catalyst facilitates the given reaction. Reactant: [CH3:1][C:2]1[CH:3]=[CH:4][C:5]([N:11]2[N:15]=[CH:14][CH:13]=[N:12]2)=[C:6]([CH:10]=1)[C:7]([OH:9])=O.C(Cl)(=O)C(Cl)=O.CN(C=O)C.[CH2:27]([N:34]1[CH2:40][CH2:39][C@@H:38]([CH3:41])[NH:37][CH2:36][CH2:35]1)[C:28]1[CH:33]=[CH:32][CH:31]=[CH:30][CH:29]=1.C(N(CC)CC)C.N1C=CN=N1. Product: [CH2:27]([N:34]1[CH2:40][CH2:39][C@@H:38]([CH3:41])[N:37]([C:7]([C:6]2[CH:10]=[C:2]([CH3:1])[CH:3]=[CH:4][C:5]=2[N:11]2[N:15]=[CH:14][CH:13]=[N:12]2)=[O:9])[CH2:36][CH2:35]1)[C:28]1[CH:33]=[CH:32][CH:31]=[CH:30][CH:29]=1. The catalyst class is: 232.